Dataset: Full USPTO retrosynthesis dataset with 1.9M reactions from patents (1976-2016). Task: Predict the reactants needed to synthesize the given product. (1) Given the product [NH2:21][C:11]1[CH:10]=[C:9]([O:8][CH2:1][C:2]2[CH:3]=[CH:4][CH:5]=[CH:6][CH:7]=2)[C:18]([O:19][CH3:20])=[CH:17][C:12]=1[C:13]([O:15][CH3:16])=[O:14], predict the reactants needed to synthesize it. The reactants are: [CH2:1]([O:8][C:9]1[C:18]([O:19][CH3:20])=[CH:17][C:12]([C:13]([O:15][CH3:16])=[O:14])=[C:11]([N+:21]([O-])=O)[CH:10]=1)[C:2]1[CH:7]=[CH:6][CH:5]=[CH:4][CH:3]=1. (2) Given the product [NH2:1][C:2]1[C:12]([Cl:13])=[C:11]([CH2:14][N:15]2[CH2:20][CH2:19][CH2:18][C@@H:17]([NH:21][C:22]([O:24][C:25]([CH3:27])([CH3:26])[CH3:28])=[O:23])[CH2:16]2)[C:10]([CH3:29])=[CH:9][C:3]=1[C:4]([OH:6])=[O:5], predict the reactants needed to synthesize it. The reactants are: [NH2:1][C:2]1[C:12]([Cl:13])=[C:11]([CH2:14][N:15]2[CH2:20][CH2:19][CH2:18][C@@H:17]([NH:21][C:22]([O:24][C:25]([CH3:28])([CH3:27])[CH3:26])=[O:23])[CH2:16]2)[C:10]([CH3:29])=[CH:9][C:3]=1[C:4]([O:6]CC)=[O:5].NC1C(Cl)=C(C=O)C(C(F)(F)F)=CC=1C(O)=O. (3) Given the product [C:18]([C:17]1[CH:16]=[CH:15][C:14]([CH2:20][CH2:21][C:22]([O:24][C:25]([CH3:28])([CH3:27])[CH3:26])=[O:23])=[CH:13][C:12]=1[Cl:11])(=[NH:6])[NH2:19], predict the reactants needed to synthesize it. The reactants are: Cl.NO.C([N:6](CC)CC)C.[Cl:11][C:12]1[CH:13]=[C:14]([CH2:20][CH2:21][C:22]([O:24][C:25]([CH3:28])([CH3:27])[CH3:26])=[O:23])[CH:15]=[CH:16][C:17]=1[C:18]#[N:19]. (4) Given the product [OH:10][CH:9]1[O:11][C@H:13]2[CH2:14][C:3]([CH:4]=[O:5])=[CH:2][C@H:12]2[CH2:8]1, predict the reactants needed to synthesize it. The reactants are: C(=O)[CH2:2][CH2:3][CH:4]=[O:5].N1[CH2:14][CH2:13][CH2:12][C@H:8]1[C:9]([OH:11])=[O:10].C1COCC1. (5) Given the product [Cl:31][C:28]1[CH:29]=[CH:30][C:7]2[N:6]3[CH:2]=[CH:3][CH:4]=[C:5]3[C@@H:11]([CH2:12][CH2:13][C:14]([N:35]3[CH2:36][CH2:37][N:38]([CH2:40][C:41]([O:43][CH2:44][CH3:45])=[O:42])[C:39](=[O:58])[CH2:34]3)=[O:15])[O:10][C@H:9]([C:17]3[CH:22]=[CH:21][CH:20]=[C:19]([O:23][CH3:24])[C:18]=3[O:25][CH3:26])[C:8]=2[CH:27]=1, predict the reactants needed to synthesize it. The reactants are: Cl[C:2]1[N:6]2[C:7]3[CH:30]=[CH:29][C:28]([Cl:31])=[CH:27][C:8]=3[C@@H:9]([C:17]3[CH:22]=[CH:21][CH:20]=[C:19]([O:23][CH3:24])[C:18]=3[O:25][CH3:26])[O:10][C@H:11]([CH2:12][CH2:13][C:14](O)=[O:15])[C:5]2=[CH:4][CH:3]=1.Cl.O=[C:34]1[CH2:39][N:38]([CH2:40][C:41]([O:43][CH2:44][CH3:45])=[O:42])[CH2:37][CH2:36][NH:35]1.Cl.C(N=C=NCCCN(C)C)C.[OH:58]N1C2C=CC=CC=2N=N1. (6) The reactants are: [CH2:1]1[NH:6][C:4](=[O:5])[NH:3][CH2:2]1.[CH2:7]([Li])[CH2:8][CH2:9]C.CCCCCC.BrCC#C.S(=O)(=O)(O)[O-].[K+]. Given the product [CH2:9]([N:3]1[CH2:2][CH2:1][NH:6][C:4]1=[O:5])[C:8]#[CH:7], predict the reactants needed to synthesize it. (7) The reactants are: C1(NC(C2C3C(=CC=C(F)C=3)N=C([C@@H](NC(=O)OC(C)(C)C)C)C=2C2C=CC=CN=2)=O)CC1.Cl.O1CCOCC1.[NH2:41][C@H:42]([C:44]1[C:53]([C:54]2[CH:59]=[CH:58][CH:57]=[CH:56][N:55]=2)=[C:52]([C:60]([NH:62][CH:63]2[CH2:65][CH2:64]2)=[O:61])[C:51]2[C:46](=[CH:47][CH:48]=[C:49]([F:66])[CH:50]=2)[N:45]=1)[CH3:43].CCN(C(C)C)C(C)C.[NH2:76][C:77]1[C:82]([C:83]#[N:84])=[C:81](Cl)[N:80]=[CH:79][N:78]=1. Given the product [NH2:76][C:77]1[N:78]=[CH:79][N:80]=[C:81]([NH:41][C@H:42]([C:44]2[C:53]([C:54]3[CH:59]=[CH:58][CH:57]=[CH:56][N:55]=3)=[C:52]([C:60]([NH:62][CH:63]3[CH2:65][CH2:64]3)=[O:61])[C:51]3[C:46](=[CH:47][CH:48]=[C:49]([F:66])[CH:50]=3)[N:45]=2)[CH3:43])[C:82]=1[C:83]#[N:84], predict the reactants needed to synthesize it.